Dataset: Full USPTO retrosynthesis dataset with 1.9M reactions from patents (1976-2016). Task: Predict the reactants needed to synthesize the given product. Given the product [CH3:1][CH:2]([CH3:19])[CH:3]([NH2:12])[C:4]#[C:5][C:6]1[CH:11]=[CH:10][CH:9]=[CH:8][CH:7]=1, predict the reactants needed to synthesize it. The reactants are: [CH3:1][CH:2]([CH3:19])[CH:3]([N:12]1CCC(=O)CC1)[C:4]#[C:5][C:6]1[CH:11]=[CH:10][CH:9]=[CH:8][CH:7]=1.[Cl-].[NH4+].